From a dataset of Full USPTO retrosynthesis dataset with 1.9M reactions from patents (1976-2016). Predict the reactants needed to synthesize the given product. (1) Given the product [CH2:1]([O:3][C:4]([C:6]1[NH:7][C:8]2[C:13]([CH:14]=1)=[CH:12][C:11]([C:21]1[CH:22]=[CH:23][C:18]([O:17][CH3:16])=[CH:19][CH:20]=1)=[CH:10][CH:9]=2)=[O:5])[CH3:2], predict the reactants needed to synthesize it. The reactants are: [CH2:1]([O:3][C:4]([C:6]1[NH:7][C:8]2[C:13]([CH:14]=1)=[CH:12][C:11](Br)=[CH:10][CH:9]=2)=[O:5])[CH3:2].[CH3:16][O:17][C:18]1[CH:23]=[CH:22][C:21](B(O)O)=[CH:20][CH:19]=1.C(P(C(C)(C)C)C1C=CC=CC=1C1C=CC=CC=1)(C)(C)C.[O-]P([O-])([O-])=O.[K+].[K+].[K+]. (2) Given the product [Cl:24][C:21]1[CH:20]=[C:16]2[C:15](=[CH:23][CH:22]=1)[NH:14][C:4]([CH2:3][C:1]#[N:2])=[N:5][C:17]2=[O:19], predict the reactants needed to synthesize it. The reactants are: [C:1]([CH2:3][C:4](=S)[NH2:5])#[N:2].BrCC.[O-]CC.[Na+].[NH2:14][C:15]1[CH:23]=[CH:22][C:21]([Cl:24])=[CH:20][C:16]=1[C:17]([OH:19])=O. (3) Given the product [C:1]([C:3]1[CH:4]=[C:5]([CH:10]=[CH:11][C:12]=1[O:13][CH3:16])[C:6]([O:8][CH3:9])=[O:7])#[N:2], predict the reactants needed to synthesize it. The reactants are: [C:1]([C:3]1[CH:4]=[C:5]([CH:10]=[CH:11][C:12]=1[OH:13])[C:6]([O:8][CH3:9])=[O:7])#[N:2].CI.[C:16]([O-])([O-])=O.[K+].[K+].